The task is: Predict the product of the given reaction.. This data is from Forward reaction prediction with 1.9M reactions from USPTO patents (1976-2016). (1) The product is: [C:1]([O:4][CH2:5][C:6]1[CH:11]=[C:10]([NH:12][C:20]2[CH:25]=[CH:24][C:23]([C:26]#[N:27])=[CH:22][CH:21]=2)[CH:9]=[CH:8][C:7]=1[Br:28])(=[O:3])[CH3:2]. Given the reactants [C:1]([O:4][CH2:5][C:6]1[CH:11]=[C:10]([N:12]([C:20]2[CH:25]=[CH:24][C:23]([C:26]#[N:27])=[CH:22][CH:21]=2)C(OC(C)(C)C)=O)[CH:9]=[CH:8][C:7]=1[Br:28])(=[O:3])[CH3:2].Cl.[OH-].[Na+], predict the reaction product. (2) Given the reactants [F:1][S:2]([F:15])([F:14])([F:13])([F:12])[C:3]1[CH:4]=[C:5]([CH:9]=[CH:10][CH:11]=1)[C:6]([OH:8])=[O:7].OS(O)(=O)=O.[N+:21]([O-])([OH:23])=[O:22], predict the reaction product. The product is: [N+:21]([C:10]1[CH:9]=[C:5]([CH:4]=[C:3]([S:2]([F:12])([F:13])([F:14])([F:15])[F:1])[CH:11]=1)[C:6]([OH:8])=[O:7])([O-:23])=[O:22]. (3) Given the reactants C(OC([NH:8][C:9]1[CH:14]=[CH:13][CH:12]=[CH:11][C:10]=1[NH:15][C:16]([C:18]1[S:19][C:20]([N:23]2[CH2:27][CH2:26][CH2:25][CH2:24]2)=[CH:21][CH:22]=1)=[O:17])=O)(C)(C)C.Cl, predict the reaction product. The product is: [NH2:8][C:9]1[CH:14]=[CH:13][CH:12]=[CH:11][C:10]=1[NH:15][C:16]([C:18]1[S:19][C:20]([N:23]2[CH2:27][CH2:26][CH2:25][CH2:24]2)=[CH:21][CH:22]=1)=[O:17]. (4) Given the reactants [Cl:1][C:2]1[CH:7]=[CH:6][C:5]([NH:8][C:9]2[S:10][CH:11]=[CH:12][N:13]=2)=[CH:4][C:3]=1[OH:14].C([O-])([O-])=O.[Cs+].[Cs+].[CH2:21](Br)[C:22]1[CH:27]=[CH:26][CH:25]=[CH:24][CH:23]=1, predict the reaction product. The product is: [CH2:21]([O:14][C:3]1[CH:4]=[C:5]([NH:8][C:9]2[S:10][CH:11]=[CH:12][N:13]=2)[CH:6]=[CH:7][C:2]=1[Cl:1])[C:22]1[CH:27]=[CH:26][CH:25]=[CH:24][CH:23]=1. (5) Given the reactants [C:1]([O:7][CH2:8][CH3:9])(=[O:6])[C:2]#[C:3][CH2:4][CH3:5].I[C:11]1[CH:16]=[CH:15][C:14]([O:17][CH2:18][O:19][CH3:20])=[CH:13][CH:12]=1.[CH3:21][C:22]1[CH:27]=[CH:26][CH:25]=[CH:24][C:23]=1B(O)O.C([O-])([O-])=O.[K+].[K+], predict the reaction product. The product is: [CH3:20][O:19][CH2:18][O:17][C:14]1[CH:15]=[CH:16][C:11](/[C:2](=[C:3](\[C:23]2[CH:24]=[CH:25][CH:26]=[CH:27][C:22]=2[CH3:21])/[CH2:4][CH3:5])/[C:1]([O:7][CH2:8][CH3:9])=[O:6])=[CH:12][CH:13]=1. (6) Given the reactants [C:1]([CH:4](OS(C1C=CC(C)=CC=1)(=O)=O)[C:5]1[CH:10]=[CH:9][CH:8]=[CH:7][CH:6]=1)(=[O:3])[NH2:2].[Cl:22][C:23]1[CH:28]=[C:27]([Cl:29])[CH:26]=[CH:25][C:24]=1[CH2:30][CH2:31][C@H:32]1[C:41]2[C:36](=[CH:37][C:38]([O:44][CH3:45])=[C:39]([O:42][CH3:43])[CH:40]=2)[CH2:35][CH2:34][NH:33]1, predict the reaction product. The product is: [Cl:22][C:23]1[CH:28]=[C:27]([Cl:29])[CH:26]=[CH:25][C:24]=1[CH2:30][CH2:31][C@H:32]1[C:41]2[C:36](=[CH:37][C:38]([O:44][CH3:45])=[C:39]([O:42][CH3:43])[CH:40]=2)[CH2:35][CH2:34][N:33]1[C@H:4]([C:5]1[CH:6]=[CH:7][CH:8]=[CH:9][CH:10]=1)[C:1]([NH2:2])=[O:3]. (7) The product is: [Cl:18][C:19]1[C:27]([C:28]([F:31])([F:30])[F:29])=[CH:26][CH:25]=[CH:24][C:20]=1[C:21]([N:13]1[CH2:14][CH2:15][C:16]2[N:8]([C:5]3[N:6]=[CH:7][C:2]([F:1])=[CH:3][N:4]=3)[N:33]=[N:10][C:11]=2[CH:12]1[CH3:17])=[O:22]. Given the reactants [F:1][C:2]1[CH:3]=[N:4][C:5]([N:8]2[C:16]3[CH2:15][CH2:14][NH:13][CH:12]([CH3:17])[C:11]=3[N:10]=C2)=[N:6][CH:7]=1.[Cl:18][C:19]1[C:27]([C:28]([F:31])([F:30])[F:29])=[CH:26][CH:25]=[CH:24][C:20]=1[C:21](O)=[O:22].C[N:33](C(ON1N=NC2C=CC=NC1=2)=[N+](C)C)C.F[P-](F)(F)(F)(F)F.CCN(CC)CC, predict the reaction product.